Dataset: Catalyst prediction with 721,799 reactions and 888 catalyst types from USPTO. Task: Predict which catalyst facilitates the given reaction. (1) Reactant: [CH:1]1([N:5]2[CH2:11][CH2:10][C:9]3[CH:12]=[CH:13][C:14]([O:16][CH2:17][CH2:18][CH2:19][C:20](O)=[O:21])=[CH:15][C:8]=3[CH2:7][CH2:6]2)[CH2:4][CH2:3][CH2:2]1.C([N:25]1[CH:29]=[CH:28][N:27]=[CH:26]1)([N:25]1[CH:29]=[CH:28][N:27]=[CH:26]1)=O. Product: [CH:1]1([N:5]2[CH2:11][CH2:10][C:9]3[CH:8]=[CH:15][C:14]([O:16][CH2:17][CH2:18][CH2:19][C:20]([N:25]4[CH:29]=[CH:28][N:27]=[CH:26]4)=[O:21])=[CH:13][C:12]=3[CH2:7][CH2:6]2)[CH2:2][CH2:3][CH2:4]1. The catalyst class is: 9. (2) Reactant: [OH-:1].[Na+].[C:3]1([C:9]2([C:25]3[CH:30]=[CH:29][CH:28]=[CH:27][CH:26]=3)[CH:18]=[CH:17][C:16]3[C:15]4[CH:19]=[CH:20][C:21](=[O:24])[C:22](=[O:23])[C:14]=4[CH:13]=[CH:12][C:11]=3[O:10]2)[CH:8]=[CH:7][CH:6]=[CH:5][CH:4]=1.Cl. Product: [OH:24][C:21]1[C:22](=[O:23])[C:14]2[CH:13]=[CH:12][C:11]3[O:10][C:9]([C:3]4[CH:4]=[CH:5][CH:6]=[CH:7][CH:8]=4)([C:25]4[CH:26]=[CH:27][CH:28]=[CH:29][CH:30]=4)[CH:18]=[CH:17][C:16]=3[C:15]=2[C:19](=[O:1])[CH:20]=1. The catalyst class is: 8. (3) Reactant: [Cl:1][C:2]1[CH:7]=[CH:6][C:5]([C:8]2[C:12]([CH2:13][O:14][C:15]3[CH:23]=[CH:22][C:18]([C:19](O)=[O:20])=[CH:17][N:16]=3)=[C:11]([CH2:24][OH:25])[O:10][N:9]=2)=[CH:4][CH:3]=1.[CH3:26][N:27]1[CH:31]=[C:30]([NH2:32])[CH:29]=[N:28]1.O.ON1C2C=CC=CC=2N=N1.C(N(C(C)C)C(C)C)C.Cl.CN(C)CCCN=C=NCC. Product: [Cl:1][C:2]1[CH:3]=[CH:4][C:5]([C:8]2[C:12]([CH2:13][O:14][C:15]3[CH:23]=[CH:22][C:18]([C:19]([NH:32][C:30]4[CH:29]=[N:28][N:27]([CH3:26])[CH:31]=4)=[O:20])=[CH:17][N:16]=3)=[C:11]([CH2:24][OH:25])[O:10][N:9]=2)=[CH:6][CH:7]=1. The catalyst class is: 1. (4) Reactant: [C:1]([O:5][C:6]([NH:8][C:9]1[N:14]=[C:13]([CH:15]=[CH:16][CH:17]2[CH2:22][CH2:21][N:20]([C:23]([O:25][C:26]([CH3:29])([CH3:28])[CH3:27])=[O:24])[CH2:19][CH2:18]2)[CH:12]=[CH:11][CH:10]=1)=[O:7])([CH3:4])([CH3:3])[CH3:2].[H][H]. Product: [C:1]([O:5][C:6]([NH:8][C:9]1[N:14]=[C:13]([CH2:15][CH2:16][CH:17]2[CH2:18][CH2:19][N:20]([C:23]([O:25][C:26]([CH3:29])([CH3:28])[CH3:27])=[O:24])[CH2:21][CH2:22]2)[CH:12]=[CH:11][CH:10]=1)=[O:7])([CH3:3])([CH3:4])[CH3:2]. The catalyst class is: 43. (5) Reactant: [Cl:1][C:2]1[CH:3]=[C:4]([CH:7]=[C:8]([O:10][C:11]2[C:19]([Cl:20])=[CH:18][CH:17]=[C:16]3[C:12]=2[CH:13]=[N:14][N:15]3[CH2:21][C:22]2[C:30]3[C:25](=[N:26][CH:27]=[CH:28][CH:29]=3)[N:24](C(OC(C)(C)C)=O)[N:23]=2)[CH:9]=1)[C:5]#[N:6].CN(C=O)C.Cl. Product: [Cl:1][C:2]1[CH:3]=[C:4]([CH:7]=[C:8]([O:10][C:11]2[C:19]([Cl:20])=[CH:18][CH:17]=[C:16]3[C:12]=2[CH:13]=[N:14][N:15]3[CH2:21][C:22]2[C:30]3[C:25](=[N:26][CH:27]=[CH:28][CH:29]=3)[NH:24][N:23]=2)[CH:9]=1)[C:5]#[N:6]. The catalyst class is: 41. (6) Reactant: CSC.B(F)(F)F.C[N:9]([C:14](=[O:36])[C:15]1[CH:20]=[C:19]([Cl:21])[C:18]([O:22][C:23]2[CH:28]=[C:27]([CH:29]([CH3:31])[CH3:30])[C:26]([O:32]C)=[C:25]([Cl:34])[CH:24]=2)=[C:17]([Cl:35])[CH:16]=1)[CH2:10][C:11]([OH:13])=[O:12].ClCCl. Product: [Cl:21][C:19]1[CH:20]=[C:15]([CH:16]=[C:17]([Cl:35])[C:18]=1[O:22][C:23]1[CH:28]=[C:27]([CH:29]([CH3:31])[CH3:30])[C:26]([OH:32])=[C:25]([Cl:34])[CH:24]=1)[C:14]([NH:9][CH2:10][C:11]([OH:13])=[O:12])=[O:36]. The catalyst class is: 6. (7) Reactant: C(O[C:6](=O)[NH:7][C@@H:8]([C:17]1[CH:22]=[CH:21][C:20]([O:23][CH2:24][CH2:25][O:26][CH:27]2[CH2:32][CH2:31][CH2:30][CH2:29][O:28]2)=[CH:19][CH:18]=1)[C:9]([N:11]1[CH2:15][CH2:14][C@H:13]([OH:16])[CH2:12]1)=O)(C)(C)C.[H-].[Al+3].[Li+].[H-].[H-].[H-].C(=O)([O-])[O-].[Na+].[Na+].C(OCC)(=O)C. Product: [CH3:6][NH:7][C@@H:8]([C:17]1[CH:18]=[CH:19][C:20]([O:23][CH2:24][CH2:25][O:26][CH:27]2[CH2:32][CH2:31][CH2:30][CH2:29][O:28]2)=[CH:21][CH:22]=1)[CH2:9][N:11]1[CH2:15][CH2:14][C@H:13]([OH:16])[CH2:12]1. The catalyst class is: 7.